This data is from Forward reaction prediction with 1.9M reactions from USPTO patents (1976-2016). The task is: Predict the product of the given reaction. (1) Given the reactants [C:1]([C:4]1[NH:15][C:7]2=[N:8][CH:9]=[C:10]([C:12]([OH:14])=O)[CH:11]=[C:6]2[CH:5]=1)(=[O:3])[CH3:2].CCN(C(C)C)C(C)C.CN(C(ON1N=NC2C=CC=NC1=2)=[N+](C)C)C.F[P-](F)(F)(F)(F)F.[CH3:49][C:50]1[CH:55]=[CH:54][C:53]([N+:56]([O-:58])=[O:57])=[CH:52][C:51]=1[NH2:59], predict the reaction product. The product is: [CH3:49][C:50]1[CH:55]=[CH:54][C:53]([N+:56]([O-:58])=[O:57])=[CH:52][C:51]=1[NH:59][C:12]([C:10]1[CH:11]=[C:6]2[CH:5]=[C:4]([C:1](=[O:3])[CH3:2])[NH:15][C:7]2=[N:8][CH:9]=1)=[O:14]. (2) Given the reactants [Br:1][C:2]1[CH:7]=[CH:6][C:5]([NH:8][C:9]2[CH:10]=[CH:11][C:12]([CH2:15][NH:16][C:17]([C:19]3([NH:22]C(=O)OC(C)(C)C)[CH2:21][CH2:20]3)=[O:18])=[N:13][CH:14]=2)=[C:4]([C:30]([F:33])([F:32])[F:31])[CH:3]=1.[F:34][C:35]([F:40])([F:39])[C:36]([OH:38])=[O:37], predict the reaction product. The product is: [F:34][C:35]([F:40])([F:39])[C:36]([OH:38])=[O:37].[Br:1][C:2]1[CH:7]=[CH:6][C:5]([NH:8][C:9]2[CH:10]=[CH:11][C:12]([CH2:15][NH:16][C:17]([C:19]3([NH2:22])[CH2:20][CH2:21]3)=[O:18])=[N:13][CH:14]=2)=[C:4]([C:30]([F:33])([F:31])[F:32])[CH:3]=1.